This data is from NCI-60 drug combinations with 297,098 pairs across 59 cell lines. The task is: Regression. Given two drug SMILES strings and cell line genomic features, predict the synergy score measuring deviation from expected non-interaction effect. (1) Drug 1: C1CC(=O)NC(=O)C1N2CC3=C(C2=O)C=CC=C3N. Drug 2: C1=CC=C(C(=C1)C(C2=CC=C(C=C2)Cl)C(Cl)Cl)Cl. Cell line: LOX IMVI. Synergy scores: CSS=7.94, Synergy_ZIP=-3.09, Synergy_Bliss=-1.73, Synergy_Loewe=-0.370, Synergy_HSA=0.0837. (2) Drug 1: C1CCC(CC1)NC(=O)N(CCCl)N=O. Synergy scores: CSS=12.9, Synergy_ZIP=-0.849, Synergy_Bliss=4.93, Synergy_Loewe=3.70, Synergy_HSA=3.10. Cell line: NCI/ADR-RES. Drug 2: CC(C1=C(C=CC(=C1Cl)F)Cl)OC2=C(N=CC(=C2)C3=CN(N=C3)C4CCNCC4)N. (3) Drug 1: CNC(=O)C1=CC=CC=C1SC2=CC3=C(C=C2)C(=NN3)C=CC4=CC=CC=N4. Drug 2: C1=NNC2=C1C(=O)NC=N2. Cell line: K-562. Synergy scores: CSS=57.0, Synergy_ZIP=-2.82, Synergy_Bliss=-2.28, Synergy_Loewe=-23.3, Synergy_HSA=-1.16. (4) Drug 1: CN1CCC(CC1)COC2=C(C=C3C(=C2)N=CN=C3NC4=C(C=C(C=C4)Br)F)OC. Drug 2: C1C(C(OC1N2C=NC3=C2NC=NCC3O)CO)O. Cell line: 786-0. Synergy scores: CSS=8.36, Synergy_ZIP=0.134, Synergy_Bliss=3.41, Synergy_Loewe=4.29, Synergy_HSA=4.85. (5) Drug 1: CCCS(=O)(=O)NC1=C(C(=C(C=C1)F)C(=O)C2=CNC3=C2C=C(C=N3)C4=CC=C(C=C4)Cl)F. Drug 2: C#CCC(CC1=CN=C2C(=N1)C(=NC(=N2)N)N)C3=CC=C(C=C3)C(=O)NC(CCC(=O)O)C(=O)O. Cell line: RPMI-8226. Synergy scores: CSS=-5.70, Synergy_ZIP=-0.453, Synergy_Bliss=-4.07, Synergy_Loewe=-5.98, Synergy_HSA=-8.23. (6) Drug 1: C1CCC(C1)C(CC#N)N2C=C(C=N2)C3=C4C=CNC4=NC=N3. Drug 2: CCC1(CC2CC(C3=C(CCN(C2)C1)C4=CC=CC=C4N3)(C5=C(C=C6C(=C5)C78CCN9C7C(C=CC9)(C(C(C8N6C=O)(C(=O)OC)O)OC(=O)C)CC)OC)C(=O)OC)O.OS(=O)(=O)O. Cell line: NCI-H322M. Synergy scores: CSS=14.0, Synergy_ZIP=-3.23, Synergy_Bliss=2.15, Synergy_Loewe=-4.10, Synergy_HSA=1.73. (7) Drug 1: C1=C(C(=O)NC(=O)N1)F. Drug 2: CC1=C(C=C(C=C1)C(=O)NC2=CC(=CC(=C2)C(F)(F)F)N3C=C(N=C3)C)NC4=NC=CC(=N4)C5=CN=CC=C5. Cell line: NCI-H522. Synergy scores: CSS=11.8, Synergy_ZIP=-6.33, Synergy_Bliss=-5.13, Synergy_Loewe=-8.75, Synergy_HSA=-7.99. (8) Drug 1: CC(C1=C(C=CC(=C1Cl)F)Cl)OC2=C(N=CC(=C2)C3=CN(N=C3)C4CCNCC4)N. Drug 2: COC1=C(C=C2C(=C1)N=CN=C2NC3=CC(=C(C=C3)F)Cl)OCCCN4CCOCC4. Cell line: SK-MEL-5. Synergy scores: CSS=44.1, Synergy_ZIP=14.1, Synergy_Bliss=14.1, Synergy_Loewe=9.02, Synergy_HSA=9.55. (9) Drug 1: COC1=CC(=CC(=C1O)OC)C2C3C(COC3=O)C(C4=CC5=C(C=C24)OCO5)OC6C(C(C7C(O6)COC(O7)C8=CC=CS8)O)O. Drug 2: C1CC(=O)NC(=O)C1N2C(=O)C3=CC=CC=C3C2=O. Cell line: UACC-257. Synergy scores: CSS=8.02, Synergy_ZIP=-3.44, Synergy_Bliss=-4.46, Synergy_Loewe=-33.7, Synergy_HSA=-4.13. (10) Drug 1: CCCCC(=O)OCC(=O)C1(CC(C2=C(C1)C(=C3C(=C2O)C(=O)C4=C(C3=O)C=CC=C4OC)O)OC5CC(C(C(O5)C)O)NC(=O)C(F)(F)F)O. Synergy scores: CSS=21.4, Synergy_ZIP=-6.66, Synergy_Bliss=-1.16, Synergy_Loewe=-15.4, Synergy_HSA=-2.62. Cell line: NCI/ADR-RES. Drug 2: CN(C(=O)NC(C=O)C(C(C(CO)O)O)O)N=O.